From a dataset of Full USPTO retrosynthesis dataset with 1.9M reactions from patents (1976-2016). Predict the reactants needed to synthesize the given product. Given the product [N+:1]([C:4]1[CH:5]=[C:6]2[C:11](=[O:12])[N:15]([CH2:16][CH2:17][CH2:18][CH2:19][CH2:20][C:21]([OH:23])=[O:22])[C:8](=[O:10])[C:7]2=[CH:13][CH:14]=1)([O-:3])=[O:2], predict the reactants needed to synthesize it. The reactants are: [N+:1]([C:4]1[CH:5]=[C:6]2[C:11](=[O:12])[O:10][C:8](=O)[C:7]2=[CH:13][CH:14]=1)([O-:3])=[O:2].[NH2:15][CH2:16][CH2:17][CH2:18][CH2:19][CH2:20][C:21]([OH:23])=[O:22].